Task: Predict the reaction yield, written as a fraction of the theoretical maximum amount of product (1.0 means a 100% yield; for example, 0.34 means a 34% yield).. Dataset: Reaction yield outcomes from USPTO patents with 853,638 reactions (1) The reactants are [Br:1][C:2]1[CH:7]=[C:6](F)[CH:5]=[CH:4][C:3]=1[N+:9]([O-:11])=[O:10].[CH3:12][N:13]1[CH2:18][CH2:17][NH:16][CH2:15][CH2:14]1.O. The catalyst is CCOC(C)=O. The product is [Br:1][C:2]1[CH:7]=[C:6]([N:16]2[CH2:17][CH2:18][N:13]([CH3:12])[CH2:14][CH2:15]2)[CH:5]=[CH:4][C:3]=1[N+:9]([O-:11])=[O:10]. The yield is 0.450. (2) The reactants are [C:1]([C:3]1[CH:4]=[C:5]([S:10]([NH:13][C:14]2[S:18][N:17]=[CH:16][N:15]=2)(=[O:12])=[O:11])[CH:6]=[CH:7][C:8]=1F)#[N:2].[Cl:19][C:20]1[CH:25]=[CH:24][C:23]([OH:26])=[C:22]([C:27]2[CH:32]=[CH:31][N:30]=[C:29]([N:33]([CH3:35])[CH3:34])[CH:28]=2)[CH:21]=1.C(=O)([O-])[O-].[K+].[K+].CS(C)=O.[Cl-].[NH4+]. No catalyst specified. The product is [Cl:19][C:20]1[CH:25]=[CH:24][C:23]([O:26][C:8]2[CH:7]=[CH:6][C:5]([S:10]([NH:13][C:14]3[S:18][N:17]=[CH:16][N:15]=3)(=[O:12])=[O:11])=[CH:4][C:3]=2[C:1]#[N:2])=[C:22]([C:27]2[CH:32]=[CH:31][N:30]=[C:29]([N:33]([CH3:35])[CH3:34])[CH:28]=2)[CH:21]=1. The yield is 0.600. (3) The reactants are [Cl:1][C:2]1[CH:11]=[C:10]2[C:5]([CH:6]=[C:7]([C:15]3[CH:20]=[C:19]([S:21][CH3:22])[CH:18]=[CH:17][C:16]=3[F:23])[C:8](=N)[N:9]2[CH2:12][CH3:13])=[CH:4][N:3]=1.CC(OC(C)=O)=[O:26]. The catalyst is Cl. The product is [Cl:1][C:2]1[CH:11]=[C:10]2[C:5]([CH:6]=[C:7]([C:15]3[CH:20]=[C:19]([S:21][CH3:22])[CH:18]=[CH:17][C:16]=3[F:23])[C:8](=[O:26])[N:9]2[CH2:12][CH3:13])=[CH:4][N:3]=1. The yield is 0.600. (4) The reactants are [C@@H:1]1([NH:10][C:11]2[C:12]3[CH:19]=[CH:18][N:17]([C@H:20]4[C@@:36](C)([OH:37])[C@@H:23]5[O:24]C(C6C=CC(OC)=CC=6)[O:26][CH2:27][C@@H:22]5[CH2:21]4)[C:13]=3[N:14]=[CH:15][N:16]=2)[C:9]2[C:4](=[CH:5][CH:6]=[CH:7][CH:8]=2)[CH2:3][CH2:2]1.N[C@@H]1C2C(=CC=CC=2)CC1.O.CC(O)=O. The catalyst is C1COCC1. The product is [C@@H:1]1([NH:10][C:11]2[C:12]3[CH:19]=[CH:18][N:17]([C@@H:20]4[CH2:21][C@@H:22]([CH2:27][OH:26])[C@@H:23]([OH:24])[C@H:36]4[OH:37])[C:13]=3[N:14]=[CH:15][N:16]=2)[C:9]2[C:4](=[CH:5][CH:6]=[CH:7][CH:8]=2)[CH2:3][CH2:2]1. The yield is 0.760. (5) The reactants are [NH2:1][C:2]1[CH:3]=[C:4]([N:17]([CH3:26])[C:18](=[O:25])[C:19]2[CH:24]=[CH:23][CH:22]=[CH:21][CH:20]=2)[CH:5]=[CH:6][C:7]=1[NH:8][CH2:9][CH2:10][C:11]1[CH:12]=[N:13][CH:14]=[CH:15][CH:16]=1.[CH2:27]([O:34][C:35]([NH:37]NC(=N[NH:37][C:35]([O:34][CH2:27][C:28]1[CH:33]=[CH:32][CH:31]=[CH:30][CH:29]=1)=[O:36])SC)=[O:36])[C:28]1[CH:33]=[CH:32][CH:31]=[CH:30][CH:29]=1.[C:54]1(C)C=CC(S(O)(=O)=O)=CC=1. The catalyst is CO. The product is [CH2:27]([O:34][C:35](=[O:36])[NH:37][C:54]1[N:8]([CH2:9][CH2:10][C:11]2[CH:12]=[N:13][CH:14]=[CH:15][CH:16]=2)[C:7]2[CH:6]=[CH:5][C:4]([N:17]([C:18](=[O:25])[C:19]3[CH:20]=[CH:21][CH:22]=[CH:23][CH:24]=3)[CH3:26])=[CH:3][C:2]=2[N:1]=1)[C:28]1[CH:29]=[CH:30][CH:31]=[CH:32][CH:33]=1. The yield is 0.380. (6) The reactants are [OH:1][C:2]1[CH:3]=[CH:4][C:5]2[N:9]=[C:8]([CH2:10][O:11][C:12]3[CH:13]=[C:14]([CH:19]=[CH:20][CH:21]=3)[C:15]([O:17][CH3:18])=[O:16])[N:7]([CH3:22])[C:6]=2[CH:23]=1.[Br:24][C:25]1[C:26](F)=[N:27][CH:28]=[C:29]([Cl:31])[CH:30]=1.N1C2C(=CC=C3C=2N=CC=C3)C=CC=1.C(=O)([O-])[O-].[Cs+].[Cs+]. The catalyst is [Cu](I)I.CN(C=O)C. The product is [Cl:31][C:29]1[CH:30]=[C:25]([Br:24])[C:26]([O:1][C:2]2[CH:3]=[CH:4][C:5]3[N:9]=[C:8]([CH2:10][O:11][C:12]4[CH:13]=[C:14]([CH:19]=[CH:20][CH:21]=4)[C:15]([O:17][CH3:18])=[O:16])[N:7]([CH3:22])[C:6]=3[CH:23]=2)=[N:27][CH:28]=1. The yield is 0.910. (7) The reactants are CN(C=O)C.[C:6]([O:10][C:11]([NH:13][C:14]1[CH:22]=[C:18]([C:19]([OH:21])=[O:20])[C:17]([OH:23])=[CH:16][CH:15]=1)=[O:12])([CH3:9])([CH3:8])[CH3:7].C1(C)C=CC(S(O[CH2:34][CH2:35][CH2:36][CH2:37][O:38][N+:39]([O-:41])=[O:40])(=O)=O)=CC=1. The catalyst is O. The product is [N+:39]([O:38][CH2:37][CH2:36][CH2:35][CH2:34][O:20][C:19](=[O:21])[C:18]1[CH:22]=[C:14]([NH:13][C:11]([O:10][C:6]([CH3:9])([CH3:7])[CH3:8])=[O:12])[CH:15]=[CH:16][C:17]=1[OH:23])([O-:41])=[O:40]. The yield is 0.650.